From a dataset of NCI-60 drug combinations with 297,098 pairs across 59 cell lines. Regression. Given two drug SMILES strings and cell line genomic features, predict the synergy score measuring deviation from expected non-interaction effect. (1) Drug 1: C1=CC(=C2C(=C1NCCNCCO)C(=O)C3=C(C=CC(=C3C2=O)O)O)NCCNCCO. Drug 2: B(C(CC(C)C)NC(=O)C(CC1=CC=CC=C1)NC(=O)C2=NC=CN=C2)(O)O. Cell line: A549. Synergy scores: CSS=48.7, Synergy_ZIP=2.34, Synergy_Bliss=3.19, Synergy_Loewe=3.99, Synergy_HSA=5.02. (2) Drug 1: CCCS(=O)(=O)NC1=C(C(=C(C=C1)F)C(=O)C2=CNC3=C2C=C(C=N3)C4=CC=C(C=C4)Cl)F. Drug 2: C1=CC(=CC=C1C#N)C(C2=CC=C(C=C2)C#N)N3C=NC=N3. Synergy scores: CSS=9.61, Synergy_ZIP=1.43, Synergy_Bliss=6.38, Synergy_Loewe=4.27, Synergy_HSA=4.58. Cell line: NCI-H226. (3) Drug 1: CN(C)N=NC1=C(NC=N1)C(=O)N. Drug 2: C1C(C(OC1N2C=NC3=C(N=C(N=C32)Cl)N)CO)O. Cell line: MDA-MB-435. Synergy scores: CSS=-0.467, Synergy_ZIP=2.03, Synergy_Bliss=5.91, Synergy_Loewe=-3.94, Synergy_HSA=1.26. (4) Drug 1: CCCCC(=O)OCC(=O)C1(CC(C2=C(C1)C(=C3C(=C2O)C(=O)C4=C(C3=O)C=CC=C4OC)O)OC5CC(C(C(O5)C)O)NC(=O)C(F)(F)F)O. Drug 2: CC(C)(C#N)C1=CC(=CC(=C1)CN2C=NC=N2)C(C)(C)C#N. Cell line: HOP-92. Synergy scores: CSS=28.2, Synergy_ZIP=3.98, Synergy_Bliss=3.55, Synergy_Loewe=1.84, Synergy_HSA=2.17. (5) Drug 1: CNC(=O)C1=CC=CC=C1SC2=CC3=C(C=C2)C(=NN3)C=CC4=CC=CC=N4. Drug 2: CC(CN1CC(=O)NC(=O)C1)N2CC(=O)NC(=O)C2. Cell line: ACHN. Synergy scores: CSS=32.9, Synergy_ZIP=1.88, Synergy_Bliss=-3.68, Synergy_Loewe=-2.26, Synergy_HSA=-2.10. (6) Drug 1: CS(=O)(=O)CCNCC1=CC=C(O1)C2=CC3=C(C=C2)N=CN=C3NC4=CC(=C(C=C4)OCC5=CC(=CC=C5)F)Cl. Drug 2: C1CCC(C(C1)N)N.C(=O)(C(=O)[O-])[O-].[Pt+4]. Cell line: SK-MEL-2. Synergy scores: CSS=6.26, Synergy_ZIP=8.53, Synergy_Bliss=6.54, Synergy_Loewe=-4.71, Synergy_HSA=-0.749.